This data is from Full USPTO retrosynthesis dataset with 1.9M reactions from patents (1976-2016). The task is: Predict the reactants needed to synthesize the given product. Given the product [CH3:33][C:31]1[N:32]=[C:20]2[N:19]=[C:18]([C:15]3[CH:14]=[CH:13][C:12]([C:8]4([NH2:7])[CH2:9][CH2:10][CH2:11]4)=[CH:17][CH:16]=3)[C:23]([C:24]3[CH:25]=[CH:26][CH:27]=[CH:28][CH:29]=3)=[CH:22][N:21]2[CH:30]=1, predict the reactants needed to synthesize it. The reactants are: C(OC(=O)[NH:7][C:8]1([C:12]2[CH:17]=[CH:16][C:15]([C:18]3[C:23]([C:24]4[CH:29]=[CH:28][CH:27]=[CH:26][CH:25]=4)=[CH:22][N:21]4[CH:30]=[C:31]([CH3:33])[N:32]=[C:20]4[N:19]=3)=[CH:14][CH:13]=2)[CH2:11][CH2:10][CH2:9]1)(C)(C)C.Cl.